Dataset: Catalyst prediction with 721,799 reactions and 888 catalyst types from USPTO. Task: Predict which catalyst facilitates the given reaction. (1) Reactant: ClC1C=CC=C(C(OO)=[O:9])C=1.[N:12]1([C:19]([O:21][CH2:22][C:23]2[CH:28]=[CH:27][CH:26]=[CH:25][CH:24]=2)=[O:20])[CH2:18][CH2:17][CH:16]=[CH:15][CH2:14][CH2:13]1.C(OCC)(=O)C. Product: [CH:16]12[O:9][CH:15]1[CH2:14][CH2:13][N:12]([C:19]([O:21][CH2:22][C:23]1[CH:24]=[CH:25][CH:26]=[CH:27][CH:28]=1)=[O:20])[CH2:18][CH2:17]2. The catalyst class is: 4. (2) Reactant: [N:1]1[C:10]2[C:5](=[CH:6][CH:7]=[C:8]([OH:11])[CH:9]=2)[CH:4]=[CH:3][CH:2]=1.[C:12]([O-])([O-])=O.[Cs+].[Cs+].IC.O. The catalyst class is: 3. Product: [CH3:12][O:11][C:8]1[CH:9]=[C:10]2[C:5]([CH:4]=[CH:3][CH:2]=[N:1]2)=[CH:6][CH:7]=1. (3) Product: [OH:6][CH:5]([C:7]1[CH:8]=[C:9]2[C:14](=[CH:15][C:16]=1[C:17]([F:18])([F:19])[F:20])[NH:13][C:12](=[O:21])[N:11]([NH:22][S:23]([CH3:26])(=[O:25])=[O:24])[C:10]2=[O:27])[CH2:4][CH2:3][O:2][CH3:1]. The catalyst class is: 24. Reactant: [CH3:1][O:2][CH2:3][CH2:4][C:5]([C:7]1[CH:8]=[C:9]2[C:14](=[CH:15][C:16]=1[C:17]([F:20])([F:19])[F:18])[NH:13][C:12](=[O:21])[N:11]([NH:22][S:23]([CH3:26])(=[O:25])=[O:24])[C:10]2=[O:27])=[O:6].[BH4-].[Na+].Cl.